Dataset: Forward reaction prediction with 1.9M reactions from USPTO patents (1976-2016). Task: Predict the product of the given reaction. (1) Given the reactants [Br:1][C:2]1[CH:23]=[CH:22][C:5]2[N:6]([CH2:20][CH3:21])[C:7]([CH2:9][CH2:10][C:11]([C:13]3[CH:18]=[CH:17][CH:16]=[C:15]([F:19])[CH:14]=3)=O)=[N:8][C:4]=2[CH:3]=1.[CH3:24]N(C(N(C)C)N(C)C)C.[NH2:34][OH:35], predict the reaction product. The product is: [Br:1][C:2]1[CH:23]=[CH:22][C:5]2[N:6]([CH2:20][CH3:21])[C:7]([CH2:9][C:10]3[C:11]([C:13]4[CH:18]=[CH:17][CH:16]=[C:15]([F:19])[CH:14]=4)=[N:34][O:35][CH:24]=3)=[N:8][C:4]=2[CH:3]=1. (2) The product is: [C:6]([C:5]1[CH:8]=[C:9]([CH3:10])[C:2]([NH:11][CH2:12][CH2:13][CH2:14][C:15]([O:17][C:18]([CH3:21])([CH3:20])[CH3:19])=[O:16])=[N:3][CH:4]=1)#[N:7]. Given the reactants F[C:2]1[C:9]([CH3:10])=[CH:8][C:5]([C:6]#[N:7])=[CH:4][N:3]=1.[NH2:11][CH2:12][CH2:13][CH2:14][C:15]([O:17][C:18]([CH3:21])([CH3:20])[CH3:19])=[O:16].O, predict the reaction product.